This data is from Full USPTO retrosynthesis dataset with 1.9M reactions from patents (1976-2016). The task is: Predict the reactants needed to synthesize the given product. (1) Given the product [C:1]1([NH:7][C:8]([NH:10][C:11]2[CH:16]=[CH:15][C:14]([C:17]3[C:21]([C:22]4[CH:27]=[CH:26][N:25]=[C:24]5[NH:28][CH:29]=[CH:30][C:23]=45)=[CH:20][N:19]([CH2:31][C:32]([NH2:37])=[O:34])[N:18]=3)=[CH:13][CH:12]=2)=[O:9])[CH:6]=[CH:5][CH:4]=[CH:3][CH:2]=1, predict the reactants needed to synthesize it. The reactants are: [C:1]1([NH:7][C:8]([NH:10][C:11]2[CH:16]=[CH:15][C:14]([C:17]3[C:21]([C:22]4[CH:27]=[CH:26][N:25]=[C:24]5[NH:28][CH:29]=[CH:30][C:23]=45)=[CH:20][N:19]([CH2:31][C:32]([OH:34])=O)[N:18]=3)=[CH:13][CH:12]=2)=[O:9])[CH:6]=[CH:5][CH:4]=[CH:3][CH:2]=1.C([N:37](CC)CC)C.C(OC(Cl)=O)C.[OH-].[NH4+]. (2) Given the product [Cl:1][C:2]1[N:7]=[C:6]([CH2:8][CH2:9][C:10]2[CH:15]=[CH:14][CH:13]=[CH:12][C:11]=2[C:16]2([C:19]([NH2:21])=[O:20])[CH2:18][CH2:17]2)[C:5]([CH3:22])=[CH:4][N:3]=1, predict the reactants needed to synthesize it. The reactants are: [Cl:1][C:2]1[N:7]=[C:6]([C:8]#[C:9][C:10]2[CH:15]=[CH:14][CH:13]=[CH:12][C:11]=2[C:16]2([C:19]([NH2:21])=[O:20])[CH2:18][CH2:17]2)[C:5]([CH3:22])=[CH:4][N:3]=1. (3) Given the product [Cl:2][C:3]1[CH:4]=[C:5]2[C:9](=[CH:10][CH:11]=1)[NH:8][CH:7]=[C:6]2[CH2:12][CH2:13][NH:14][C:21]([C:18]1[CH:17]=[C:16]([CH3:15])[O:20][N:19]=1)=[O:22], predict the reactants needed to synthesize it. The reactants are: Cl.[Cl:2][C:3]1[CH:4]=[C:5]2[C:9](=[CH:10][CH:11]=1)[NH:8][CH:7]=[C:6]2[CH2:12][CH2:13][NH2:14].[CH3:15][C:16]1[O:20][N:19]=[C:18]([C:21](Cl)=[O:22])[CH:17]=1.C(N(CC)CC)C.C(OCC)(=O)C. (4) The reactants are: [CH:1]1[C:10]2[C:5](=[CH:6][CH:7]=[CH:8][CH:9]=2)[CH:4]=[CH:3][C:2]=1[S:11]([N:14]([CH2:30][CH2:31][N:32]1[CH2:36][CH2:35][CH2:34][C:33]1=[O:37])[CH:15]1[CH:20]2[CH:16]1[CH2:17][N:18]([C:21]1[N:26]=[CH:25][C:24]([C:27](O)=[O:28])=[CH:23][N:22]=1)[CH2:19]2)(=[O:13])=[O:12].C1C=CC2[N:46]([OH:47])N=NC=2C=1.CCN=C=N[CH2:53][CH2:54][CH2:55]N(C)C.Cl.CCN([CH:66]([CH3:68])C)C(C)C.CN([CH:72]=[O:73])C. Given the product [CH2:72]([O:73][CH:66]([O:47][NH:46][C:27]([C:24]1[CH:25]=[N:26][C:21]([N:18]2[CH2:19][CH:20]3[CH:16]([CH:15]3[N:14]([S:11]([C:2]3[CH:3]=[CH:4][C:5]4[C:10](=[CH:9][CH:8]=[CH:7][CH:6]=4)[CH:1]=3)(=[O:13])=[O:12])[CH2:30][CH2:31][N:32]3[CH2:36][CH2:35][CH2:34][C:33]3=[O:37])[CH2:17]2)=[N:22][CH:23]=1)=[O:28])[CH3:68])[CH:54]([CH3:53])[CH3:55], predict the reactants needed to synthesize it. (5) Given the product [CH2:23]([S:25]([C:28]1[CH:33]=[CH:32][C:31]([C:2]2[N:3]=[C:4]([C:9]3[O:10][C:11]([C:14]4[CH:19]=[CH:18][C:17]([CH2:20][NH:21][CH3:22])=[CH:16][CH:15]=4)=[N:12][N:13]=3)[C:5]([NH2:8])=[N:6][CH:7]=2)=[CH:30][CH:29]=1)(=[O:26])=[O:27])[CH3:24], predict the reactants needed to synthesize it. The reactants are: Br[C:2]1[N:3]=[C:4]([C:9]2[O:10][C:11]([C:14]3[CH:19]=[CH:18][C:17]([CH2:20][NH:21][CH3:22])=[CH:16][CH:15]=3)=[N:12][N:13]=2)[C:5]([NH2:8])=[N:6][CH:7]=1.[CH2:23]([S:25]([C:28]1[CH:33]=[CH:32][C:31](B(O)O)=[CH:30][CH:29]=1)(=[O:27])=[O:26])[CH3:24].C([O-])([O-])=O.[Na+].[Na+].C1(P(C2C=CC=CC=2)C2C=CC=CC=2)C=CC=CC=1. (6) Given the product [CH3:32][O:33][C:34]1[CH:30]=[CH:31][CH:13]=[C:16]2[C:25]=1[CH:18]=[C:19]([C:21]([OH:23])=[O:22])[NH:20]2, predict the reactants needed to synthesize it. The reactants are: C(NCC1C=C[C:13]([C:16]2O[CH:18]=[C:19]([C:21]([O:23]C)=[O:22])[N:20]=2)=CC=1)(OC(C)(C)C)=O.[CH3:25]O.[Li+].[OH-].Cl.[CH2:30]1[CH2:34][O:33][CH2:32][CH2:31]1. (7) Given the product [CH2:15]([O:22][C:23]([N:1]1[CH2:8][CH2:7][CH2:6][C@H:2]1[C:3]([OH:5])=[O:4])=[O:24])[C:16]1[CH:21]=[CH:20][CH:19]=[CH:18][CH:17]=1, predict the reactants needed to synthesize it. The reactants are: [NH:1]1[CH2:8][CH2:7][CH2:6][C@H:2]1[C:3]([OH:5])=[O:4].C([O-])([O-])=O.[Na+].[Na+].[CH2:15]([O:22][C:23](Cl)=[O:24])[C:16]1[CH:21]=[CH:20][CH:19]=[CH:18][CH:17]=1. (8) Given the product [N+:38]([C:21]1[CH:22]=[C:23]([CH:36]=[CH:37][C:20]=1[NH:19][C:17]([C:15]1[O:16][C:11]([NH:10][C:3]2[CH:4]=[C:5]([F:9])[C:6]([F:8])=[CH:7][C:2]=2[F:1])=[N:14][N:13]=1)=[O:18])[O:24][C@@H:25]1[CH2:26][CH2:27][C@H:28]([C:31]([O:33][CH2:34][CH3:35])=[O:32])[CH2:29][CH2:30]1)([O-:40])=[O:39], predict the reactants needed to synthesize it. The reactants are: [F:1][C:2]1[CH:7]=[C:6]([F:8])[C:5]([F:9])=[CH:4][C:3]=1[N:10]=[C:11]=S.[NH:13]([C:15]([C:17]([NH:19][C:20]1[CH:37]=[CH:36][C:23]([O:24][C@@H:25]2[CH2:30][CH2:29][C@H:28]([C:31]([O:33][CH2:34][CH3:35])=[O:32])[CH2:27][CH2:26]2)=[CH:22][C:21]=1[N+:38]([O-:40])=[O:39])=[O:18])=[O:16])[NH2:14].CCN=C=NCCCN(C)C.CCOC(C)=O. (9) Given the product [N:5]1[N:6]2[C:2]([O:1][CH2:18][CH2:19][CH2:20]2)=[C:3]([C:7]2[CH:8]=[CH:9][C:10]([C:11]([O:13][CH3:14])=[O:12])=[CH:15][CH:16]=2)[CH:4]=1, predict the reactants needed to synthesize it. The reactants are: [O:1]=[C:2]1[NH:6][NH:5][CH:4]=[C:3]1[C:7]1[CH:16]=[CH:15][C:10]([C:11]([O:13][CH3:14])=[O:12])=[CH:9][CH:8]=1.Br[CH2:18][CH2:19][CH2:20]Br.C(=O)([O-])[O-].[Cs+].[Cs+].